This data is from Full USPTO retrosynthesis dataset with 1.9M reactions from patents (1976-2016). The task is: Predict the reactants needed to synthesize the given product. (1) Given the product [NH2:18][CH2:17][CH2:16][CH2:15][CH2:14][C:11]1[CH:12]=[CH:13][C:8]([CH2:7][CH2:6][CH2:5][C@@H:4]([NH:19][C:20]([O:22][C:23]([CH3:26])([CH3:25])[CH3:24])=[O:21])[C:3]([OH:27])=[O:2])=[CH:9][CH:10]=1, predict the reactants needed to synthesize it. The reactants are: C[O:2][C:3](=[O:27])[C@H:4]([NH:19][C:20]([O:22][C:23]([CH3:26])([CH3:25])[CH3:24])=[O:21])[C:5]#[C:6][CH2:7][C:8]1[CH:13]=[CH:12][C:11]([CH2:14][CH2:15][CH2:16][CH2:17][NH2:18])=[CH:10][CH:9]=1.O.[OH-].[Li+].Cl. (2) Given the product [NH2:7][C:4]1[NH:24][N:23]([C:20]2[CH:21]=[CH:22][C:17]([O:16][CH2:9][C:10]3[CH:15]=[CH:14][CH:13]=[CH:12][CH:11]=3)=[CH:18][C:19]=2[F:25])[CH2:6][CH:5]=1, predict the reactants needed to synthesize it. The reactants are: C[O-].[Na+].[C:4](#[N:7])[CH:5]=[CH2:6].Cl.[CH2:9]([O:16][C:17]1[CH:22]=[CH:21][C:20]([NH:23][NH2:24])=[C:19]([F:25])[CH:18]=1)[C:10]1[CH:15]=[CH:14][CH:13]=[CH:12][CH:11]=1. (3) Given the product [Cl:37][CH2:38][CH2:39][NH:40][C:1]([C:4]1[CH:5]=[C:6]2[C:10](=[CH:11][CH:12]=1)[CH2:9][N:8]([C:13](=[O:35])[CH2:14][CH2:15][CH2:16][CH2:17][CH2:18][N:19]1[CH2:24][CH2:23][N:22]([C:25]3[CH:30]=[CH:29][CH:28]=[C:27]([C:31]([F:34])([F:33])[F:32])[CH:26]=3)[CH2:21][CH2:20]1)[CH2:7]2)=[O:3], predict the reactants needed to synthesize it. The reactants are: [C:1]([C:4]1[CH:5]=[C:6]2[C:10](=[CH:11][CH:12]=1)[CH2:9][N:8]([C:13](=[O:35])[CH2:14][CH2:15][CH2:16][CH2:17][CH2:18][N:19]1[CH2:24][CH2:23][N:22]([C:25]3[CH:30]=[CH:29][CH:28]=[C:27]([C:31]([F:34])([F:33])[F:32])[CH:26]=3)[CH2:21][CH2:20]1)[CH2:7]2)([OH:3])=O.Cl.[Cl:37][CH2:38][CH2:39][NH2:40]. (4) Given the product [Cl:23][C:20]1[CH:19]=[CH:18][C:17]([C:7]2[N:6]=[C:5]([C:3]([OH:4])=[O:2])[CH:10]=[CH:9][C:8]=2[O:11][CH2:12][C:13]([F:16])([F:14])[F:15])=[CH:22][CH:21]=1, predict the reactants needed to synthesize it. The reactants are: C[O:2][C:3]([C:5]1[CH:10]=[CH:9][C:8]([O:11][CH2:12][C:13]([F:16])([F:15])[F:14])=[C:7]([C:17]2[CH:22]=[CH:21][C:20]([Cl:23])=[CH:19][CH:18]=2)[N:6]=1)=[O:4].[OH-].[Li+].Cl. (5) Given the product [Br:2][C:3]1[C:4]([F:14])=[C:5]([C@H:9]([NH:13][C:20](=[O:21])[O:19][C:16]([CH3:18])([CH3:17])[CH3:15])[CH2:10][CH2:11][CH3:12])[CH:6]=[CH:7][CH:8]=1, predict the reactants needed to synthesize it. The reactants are: Cl.[Br:2][C:3]1[C:4]([F:14])=[C:5]([C@H:9]([NH2:13])[CH2:10][CH2:11][CH3:12])[CH:6]=[CH:7][CH:8]=1.[CH3:15][C:16]([O:19][C:20](O[C:20]([O:19][C:16]([CH3:18])([CH3:17])[CH3:15])=[O:21])=[O:21])([CH3:18])[CH3:17].CCN(CC)CC. (6) Given the product [OH:32][C:27]([CH3:28])([CH3:26])[CH:5]=[CH:6][C:7]([N:9]1[CH2:10][CH2:11][N:12]([C:15]2[C:24]3[C:19](=[CH:20][C:21]([CH3:25])=[CH:22][CH:23]=3)[N:18]=[C:17]([C:26]3[CH:31]=[CH:30][CH:29]=[CH:28][C:27]=3[OH:32])[N:16]=2)[CH2:13][CH2:14]1)=[O:8], predict the reactants needed to synthesize it. The reactants are: C(OC(=O)[CH:5]=[CH:6][C:7]([N:9]1[CH2:14][CH2:13][N:12]([C:15]2[C:24]3[C:19](=[CH:20][C:21]([CH3:25])=[CH:22][CH:23]=3)[N:18]=[C:17]([C:26]3[CH:31]=[CH:30][CH:29]=[CH:28][C:27]=3[OH:32])[N:16]=2)[CH2:11][CH2:10]1)=[O:8])C.C[Mg]Br. (7) Given the product [OH:1][C:2]1[CH:3]=[C:4]([C:8]2[CH:9]=[C:10]3[C:15](=[CH:16][CH:17]=2)[C:14]([OH:18])=[CH:13][CH:12]=[CH:11]3)[CH:5]=[CH:6][CH:7]=1, predict the reactants needed to synthesize it. The reactants are: [OH:1][C:2]1[CH:3]=[C:4]([C:8]2[CH:9]=[C:10]3[C:15](=[CH:16][CH:17]=2)[C:14](=[O:18])[CH2:13][CH2:12][CH2:11]3)[CH:5]=[CH:6][CH:7]=1.